This data is from Full USPTO retrosynthesis dataset with 1.9M reactions from patents (1976-2016). The task is: Predict the reactants needed to synthesize the given product. Given the product [CH2:47]([N:46]([C:11]([O:13][C:14]([CH3:15])([CH3:16])[CH3:17])=[O:12])[NH:45][C:43](=[O:44])[CH:42]([OH:54])[CH:34]([NH:33][C:31]([C@H:26]1[CH2:27][CH2:28][C:29](=[O:30])[N:25]1[CH2:18][C:19]1[CH:20]=[CH:21][CH:22]=[CH:23][CH:24]=1)=[O:32])[CH2:35][C:36]1[CH:41]=[CH:40][CH:39]=[CH:38][CH:37]=1)[C:48]1[CH:53]=[CH:52][CH:51]=[CH:50][CH:49]=1, predict the reactants needed to synthesize it. The reactants are: [OH-].[Na+].[C:14]([O:13][C:11](O[C:11]([O:13][C:14]([CH3:17])([CH3:16])[CH3:15])=[O:12])=[O:12])([CH3:17])([CH3:16])[CH3:15].[CH2:18]([N:25]1[C:29](=[O:30])[CH2:28][CH2:27][C@@H:26]1[C:31]([NH:33][CH:34]([CH:42]([OH:54])[C:43]([NH:45][NH:46][CH2:47][C:48]1[CH:53]=[CH:52][CH:51]=[CH:50][CH:49]=1)=[O:44])[CH2:35][C:36]1[CH:41]=[CH:40][CH:39]=[CH:38][CH:37]=1)=[O:32])[C:19]1[CH:24]=[CH:23][CH:22]=[CH:21][CH:20]=1.O.